Dataset: Forward reaction prediction with 1.9M reactions from USPTO patents (1976-2016). Task: Predict the product of the given reaction. Given the reactants Cl[C:2]1[CH:7]=[CH:6][N:5]=[C:4]2[CH:8]=[C:9]([C:11]([N:13]3[CH2:17][CH2:16][CH2:15][C@H:14]3[CH2:18][O:19][CH3:20])=[O:12])[S:10][C:3]=12.[CH3:21][NH:22][C:23]([C:25]1[C:26]2[CH:35]=[CH:34][C:33]([OH:36])=[CH:32][C:27]=2[O:28][C:29]=1[CH2:30][CH3:31])=[O:24].C([O-])([O-])=O.[Cs+].[Cs+], predict the reaction product. The product is: [CH3:21][NH:22][C:23]([C:25]1[C:26]2[CH:35]=[CH:34][C:33]([O:36][C:2]3[CH:7]=[CH:6][N:5]=[C:4]4[CH:8]=[C:9]([C:11]([N:13]5[CH2:17][CH2:16][CH2:15][C@H:14]5[CH2:18][O:19][CH3:20])=[O:12])[S:10][C:3]=34)=[CH:32][C:27]=2[O:28][C:29]=1[CH2:30][CH3:31])=[O:24].